From a dataset of Full USPTO retrosynthesis dataset with 1.9M reactions from patents (1976-2016). Predict the reactants needed to synthesize the given product. (1) Given the product [CH3:3][O:4][C:5]1[CH:6]=[C:7]([N:13]([CH2:23][C:24]([OH:26])=[O:25])[S:14]([C:17]2[CH:22]=[CH:21][CH:20]=[CH:19][CH:18]=2)(=[O:16])=[O:15])[CH:8]=[CH:9][C:10]=1[O:11][CH3:12], predict the reactants needed to synthesize it. The reactants are: [OH-].[Na+].[CH3:3][O:4][C:5]1[CH:6]=[C:7]([N:13]([CH2:23][C:24]([O:26]CC)=[O:25])[S:14]([C:17]2[CH:22]=[CH:21][CH:20]=[CH:19][CH:18]=2)(=[O:16])=[O:15])[CH:8]=[CH:9][C:10]=1[O:11][CH3:12].Cl. (2) Given the product [CH2:6]([N:10]1[C:14]2[C:15](=[O:20])[N:16]([CH3:19])[N:17]=[CH:18][C:13]=2[N:12]=[C:11]1[C:21]1[CH2:26][CH2:25][N:24]([CH2:27][C:28]2[CH:33]=[CH:32][C:31]([O:34][CH3:35])=[CH:30][CH:29]=2)[CH2:23][CH:22]=1)[C:7]#[C:8][CH3:9], predict the reactants needed to synthesize it. The reactants are: [BH4-].[Na+].CO.[Cl-].[CH2:6]([N:10]1[C:14]2[C:15](=[O:20])[N:16]([CH3:19])[N:17]=[CH:18][C:13]=2[N:12]=[C:11]1[C:21]1[CH:26]=[CH:25][N+:24]([CH2:27][C:28]2[CH:33]=[CH:32][C:31]([O:34][CH3:35])=[CH:30][CH:29]=2)=[CH:23][CH:22]=1)[C:7]#[C:8][CH3:9].Cl. (3) The reactants are: [F:1][C:2]([F:35])([F:34])[C:3]1[CH:4]=[C:5]([CH:27]=[C:28]([C:30]([F:33])([F:32])[F:31])[CH:29]=1)[CH2:6][N:7]1[C:11](Cl)=[C:10]([C:13]([N:15]2[CH2:19][CH2:18][CH2:17][CH:16]2[C:20]2[CH:25]=[CH:24][CH:23]=[CH:22][C:21]=2[Cl:26])=[O:14])[N:9]=[N:8]1.[CH3:36][N:37]1[CH2:42][CH2:41][NH:40][CH2:39][CH2:38]1. Given the product [F:1][C:2]([F:35])([F:34])[C:3]1[CH:4]=[C:5]([CH:27]=[C:28]([C:30]([F:32])([F:31])[F:33])[CH:29]=1)[CH2:6][N:7]1[C:11]([N:40]2[CH2:41][CH2:42][N:37]([CH3:36])[CH2:38][CH2:39]2)=[C:10]([C:13]([N:15]2[CH2:19][CH2:18][CH2:17][CH:16]2[C:20]2[CH:25]=[CH:24][CH:23]=[CH:22][C:21]=2[Cl:26])=[O:14])[N:9]=[N:8]1, predict the reactants needed to synthesize it. (4) The reactants are: [C:1]1(=O)[CH2:6][CH2:5][CH2:4][CH2:3][CH2:2]1.[C:8]([O:14]CC)(=O)[CH2:9][C:10]([CH3:12])=O.C([O-])(C)=O.[NH4+:21]. Given the product [CH3:12][C:10]1[C:1]2[CH2:6][CH2:5][CH2:4][CH2:3][C:2]=2[N:21]=[C:8]([OH:14])[CH:9]=1, predict the reactants needed to synthesize it. (5) Given the product [NH2:12][C:13]1[CH2:14][C:15]([C:26]([N:4]([CH2:5][CH2:6][CH3:7])[CH2:1][CH2:2][CH3:3])=[O:28])=[CH:16][C:17]2[CH:23]=[C:22]([O:24][CH3:25])[CH:21]=[CH:20][C:18]=2[N:19]=1, predict the reactants needed to synthesize it. The reactants are: [CH2:1]([NH:4][CH2:5][CH2:6][CH3:7])[CH2:2][CH3:3].C[Al](C)C.[NH2:12][C:13]1[CH2:14][C:15]([C:26]([O:28]CC)=O)=[CH:16][C:17]2[CH:23]=[C:22]([O:24][CH3:25])[CH:21]=[CH:20][C:18]=2[N:19]=1.[C@H](O)(C([O-])=O)[C@@H](O)C([O-])=O.[Na+].[K+]. (6) The reactants are: [CH3:1][CH:2]([CH3:6])[CH2:3][C:4]#[N:5].[Al+3].[Cl-].[Cl-].[Cl-].[Cl:11][C:12]1[CH:18]=[CH:17][C:15]([NH2:16])=[CH:14][CH:13]=1. Given the product [Cl:11][C:12]1[CH:18]=[CH:17][C:15]([NH:16][C:4](=[NH:5])[CH2:3][CH:2]([CH3:6])[CH3:1])=[CH:14][CH:13]=1, predict the reactants needed to synthesize it. (7) Given the product [Br:7][C:8]1[CH:20]=[CH:19][C:11]2[CH:12]=[C:13]([C:15]([OH:17])=[O:16])[S:14][C:10]=2[CH:9]=1, predict the reactants needed to synthesize it. The reactants are: O1CCOCC1.[Br:7][C:8]1[CH:20]=[CH:19][C:11]2[CH:12]=[C:13]([C:15]([O:17]C)=[O:16])[S:14][C:10]=2[CH:9]=1.O[Li].O.OS([O-])(=O)=O.[Na+].